This data is from Forward reaction prediction with 1.9M reactions from USPTO patents (1976-2016). The task is: Predict the product of the given reaction. (1) Given the reactants [Si:1]([O:18][CH:19]1[CH2:22][N:21]([C:23]2[S:24][CH:25]=[C:26]([C:28](OCC)=[O:29])[N:27]=2)[CH2:20]1)([C:14]([CH3:17])([CH3:16])[CH3:15])([C:8]1[CH:13]=[CH:12][CH:11]=[CH:10][CH:9]=1)[C:2]1[CH:7]=[CH:6][CH:5]=[CH:4][CH:3]=1.[CH3:33][O:34][CH:35]1[CH2:38][NH:37][CH2:36]1.C[Al](C)C.C(O)(=O)C.C(OCC)(=O)C, predict the reaction product. The product is: [Si:1]([O:18][CH:19]1[CH2:20][N:21]([C:23]2[S:24][CH:25]=[C:26]([C:28]([N:37]3[CH2:38][CH:35]([O:34][CH3:33])[CH2:36]3)=[O:29])[N:27]=2)[CH2:22]1)([C:14]([CH3:15])([CH3:17])[CH3:16])([C:8]1[CH:9]=[CH:10][CH:11]=[CH:12][CH:13]=1)[C:2]1[CH:3]=[CH:4][CH:5]=[CH:6][CH:7]=1. (2) Given the reactants [O:1]=[C:2]1[CH2:6][CH2:5][CH:4]([C:7]([OH:9])=O)[CH2:3]1.CN(C(ON1N=NC2C=CC=NC1=2)=[N+](C)C)C.F[P-](F)(F)(F)(F)F.CCN(C(C)C)C(C)C.[CH3:43][N:44]1[C:53]2[C:48](=[CH:49][N:50]=[C:51]([CH3:54])[CH:52]=2)[CH:47]=[C:46]([C:55]2[CH:56]=[C:57]([NH:62]/[C:63](/[NH2:66])=[N:64]/O)[CH:58]=[CH:59][C:60]=2[CH3:61])[C:45]1=[O:67].[BH4-].[Na+], predict the reaction product. The product is: [OH:1][CH:2]1[CH2:6][CH2:5][CH:4]([C:7]2[O:9][N:64]=[C:63]([NH:62][C:57]3[CH:58]=[CH:59][C:60]([CH3:61])=[C:55]([C:46]4[C:45](=[O:67])[N:44]([CH3:43])[C:53]5[C:48]([CH:47]=4)=[CH:49][N:50]=[C:51]([CH3:54])[CH:52]=5)[CH:56]=3)[N:66]=2)[CH2:3]1. (3) The product is: [Cl:1][C:2]1[CH:7]=[C:6]([NH:8][C:9]2[C:18]3[C:13](=[CH:14][CH:15]=[CH:16][C:17]=3[O:19][C@H:20]([C@H:22]3[CH2:26][CH2:25][CH2:24][N:23]3[C:29](=[O:30])[CH2:28][OH:31])[CH3:21])[N:12]=[CH:11][N:10]=2)[CH:5]=[CH:4][C:3]=1[OH:27]. Given the reactants [Cl:1][C:2]1[CH:7]=[C:6]([NH:8][C:9]2[C:18]3[C:13](=[CH:14][CH:15]=[CH:16][C:17]=3[O:19][C@H:20]([C@H:22]3[CH2:26][CH2:25][CH2:24][NH:23]3)[CH3:21])[N:12]=[CH:11][N:10]=2)[CH:5]=[CH:4][C:3]=1[OH:27].[C:28](O)(=[O:31])[CH2:29][OH:30], predict the reaction product. (4) Given the reactants [H-].[Na+].[CH2:3]([N:10]([CH2:16][CH:17]([OH:22])[C:18]([F:21])([F:20])[F:19])[C:11](=[O:15])[CH:12](Br)[CH3:13])[C:4]1[CH:9]=[CH:8][CH:7]=[CH:6][CH:5]=1, predict the reaction product. The product is: [CH2:3]([N:10]1[CH2:16][CH:17]([C:18]([F:21])([F:20])[F:19])[O:22][CH:12]([CH3:13])[C:11]1=[O:15])[C:4]1[CH:9]=[CH:8][CH:7]=[CH:6][CH:5]=1. (5) Given the reactants [CH2:1]([O:3][C:4](=[O:28])[CH2:5][O:6][C:7]1[CH:12]=[CH:11][C:10]([CH2:13][CH2:14][CH2:15][CH2:16][NH:17]C(OCC2C=CC=CC=2)=O)=[CH:9][CH:8]=1)[CH3:2].[H][H], predict the reaction product. The product is: [CH2:1]([O:3][C:4](=[O:28])[CH2:5][O:6][C:7]1[CH:12]=[CH:11][C:10]([CH2:13][CH2:14][CH2:15][CH2:16][NH2:17])=[CH:9][CH:8]=1)[CH3:2]. (6) Given the reactants [F:1][C:2]1([F:19])[CH2:7][O:6][C:5]([NH2:8])=[N:4][C@@:3]21[C:17]1[C:12](=[CH:13][CH:14]=[C:15]([NH2:18])[CH:16]=1)[O:11][CH2:10][CH2:9]2.[Cl:20][C:21]1[CH:22]=[CH:23][C:24]([C:27](O)=[O:28])=[N:25][CH:26]=1, predict the reaction product. The product is: [NH2:8][C:5]1[O:6][CH2:7][C:2]([F:1])([F:19])[C@@:3]2([C:17]3[C:12](=[CH:13][CH:14]=[C:15]([NH:18][C:27](=[O:28])[C:24]4[CH:23]=[CH:22][C:21]([Cl:20])=[CH:26][N:25]=4)[CH:16]=3)[O:11][CH2:10][CH2:9]2)[N:4]=1.